This data is from Full USPTO retrosynthesis dataset with 1.9M reactions from patents (1976-2016). The task is: Predict the reactants needed to synthesize the given product. (1) Given the product [O:6]=[C:2]1[NH:3][CH2:4][CH2:5][N:1]1[CH2:8][C:9]([O:11][C:12]([CH3:15])([CH3:14])[CH3:13])=[O:10], predict the reactants needed to synthesize it. The reactants are: [NH:1]1[CH2:5][CH2:4][NH:3][C:2]1=[O:6].Br[CH2:8][C:9]([O:11][C:12]([CH3:15])([CH3:14])[CH3:13])=[O:10]. (2) Given the product [CH2:1]([O:3][C:4]1[N:9]=[C:8]([CH2:10][C:11]([O:13][CH3:14])=[O:12])[CH:7]=[CH:6][C:5]=1[N+:22]([O-:24])=[O:23])[CH3:2], predict the reactants needed to synthesize it. The reactants are: [CH2:1]([O:3][C:4]1[N:9]=[C:8]([CH:10](C(OC)=O)[C:11]([O:13][C:14](C)(C)C)=[O:12])[CH:7]=[CH:6][C:5]=1[N+:22]([O-:24])=[O:23])[CH3:2].FC(F)(F)C(O)=O. (3) Given the product [CH2:1]([O:8][C:9]1[C:10]([NH:37][C:38]2[CH:43]=[CH:42][CH:41]=[CH:40][C:39]=2[N+:44]([O-:46])=[O:45])=[C:11]([CH3:47])[C:12]2[CH2:13][C@H:14]3[N:25]([C:26]([O:28][CH2:29][C:30]4[CH:35]=[CH:34][CH:33]=[CH:32][CH:31]=4)=[O:27])[CH2:24][CH2:23][C@@:20]4([C:21]=2[CH:22]=1)[C@H:15]3[CH2:16][CH2:17][CH2:18][CH2:19]4)[C:2]1[CH:7]=[CH:6][CH:5]=[CH:4][CH:3]=1, predict the reactants needed to synthesize it. The reactants are: [CH2:1]([O:8][C:9]1[C:10]([NH:37][C:38]2[CH:43]=[CH:42][CH:41]=[CH:40][C:39]=2[N+:44]([O-:46])=[O:45])=[C:11](Br)[C:12]2[CH2:13][C@H:14]3[N:25]([C:26]([O:28][CH2:29][C:30]4[CH:35]=[CH:34][CH:33]=[CH:32][CH:31]=4)=[O:27])[CH2:24][CH2:23][C@@:20]4([C:21]=2[CH:22]=1)[C@H:15]3[CH2:16][CH2:17][CH2:18][CH2:19]4)[C:2]1[CH:7]=[CH:6][CH:5]=[CH:4][CH:3]=1.[CH3:47]B1OB(C)OB(C)O1.C([O-])([O-])=O.[K+].[K+].C(Cl)Cl. (4) The reactants are: C([O:8][C@H:9]([CH3:26])[C:10]([NH:12][CH:13]1[CH2:18][CH2:17][N:16]([C:19]([O:21][C:22]([CH3:25])([CH3:24])[CH3:23])=[O:20])[CH2:15][CH2:14]1)=[O:11])C1C=CC=CC=1. Given the product [OH:8][C@H:9]([CH3:26])[C:10]([NH:12][CH:13]1[CH2:18][CH2:17][N:16]([C:19]([O:21][C:22]([CH3:25])([CH3:24])[CH3:23])=[O:20])[CH2:15][CH2:14]1)=[O:11], predict the reactants needed to synthesize it. (5) Given the product [Br-:21].[CH2:20]([N+:3]1[CH:4]=[CH:5][C:6]([C:8]2[NH:16][C:15]3[CH2:14][CH2:13][NH:12][C:11](=[O:17])[C:10]=3[CH:9]=2)=[CH:7][C:2]=1[Cl:1])[CH:19]=[CH2:18], predict the reactants needed to synthesize it. The reactants are: [Cl:1][C:2]1[CH:7]=[C:6]([C:8]2[NH:16][C:15]3[CH2:14][CH2:13][NH:12][C:11](=[O:17])[C:10]=3[CH:9]=2)[CH:5]=[CH:4][N:3]=1.[CH2:18]([Br:21])[CH:19]=[CH2:20].